From a dataset of Full USPTO retrosynthesis dataset with 1.9M reactions from patents (1976-2016). Predict the reactants needed to synthesize the given product. Given the product [Cl:1][C:2]1[CH:3]=[C:4]([CH2:9][N:10]2[C:14]([CH3:15])=[C:13]([C:16]([NH:19][C:20]3[O:21][C:22]([C:25]([O:27][CH2:28][CH3:29])=[O:26])=[CH:23][N:24]=3)=[O:18])[N:12]=[N:11]2)[CH:5]=[CH:6][C:7]=1[Cl:8], predict the reactants needed to synthesize it. The reactants are: [Cl:1][C:2]1[CH:3]=[C:4]([CH2:9][N:10]2[C:14]([CH3:15])=[C:13]([C:16]([OH:18])=O)[N:12]=[N:11]2)[CH:5]=[CH:6][C:7]=1[Cl:8].[NH2:19][C:20]1[O:21][C:22]([C:25]([O:27][CH2:28][CH3:29])=[O:26])=[CH:23][N:24]=1.C1C=CC2N(O)N=NC=2C=1.CCN=C=NCCCN(C)C.Cl.CCN(CC)CC.